From a dataset of Reaction yield outcomes from USPTO patents with 853,638 reactions. Predict the reaction yield, written as a fraction of the theoretical maximum amount of product (1.0 means a 100% yield; for example, 0.34 means a 34% yield). (1) The reactants are [CH3:1][C:2]1[CH:7]=[C:6]([CH3:8])[CH:5]=[C:4]([C:9]2[CH:14]=[CH:13][N:12]=[CH:11][CH:10]=2)[C:3]=1[OH:15].Br[CH2:17][C:18]([O:20][CH3:21])=[O:19].C(=O)([O-])[O-].[Cs+].[Cs+]. The catalyst is C(#N)C. The product is [CH3:1][C:2]1[CH:7]=[C:6]([CH3:8])[CH:5]=[C:4]([C:9]2[CH:14]=[CH:13][N:12]=[CH:11][CH:10]=2)[C:3]=1[O:15][CH2:17][C:18]([O:20][CH3:21])=[O:19]. The yield is 0.610. (2) The reactants are [OH:1][C:2]1[CH:3]=[C:4]([CH:7]=[CH:8][C:9]=1[OH:10])[CH:5]=[O:6].[Na+].Cl[C:13]([F:18])([F:17])C([O-])=O.[OH-].[Na+].Cl. The catalyst is CN(C=O)C. The product is [F:17][CH:13]([F:18])[O:10][C:9]1[CH:8]=[CH:7][C:4]([CH:5]=[O:6])=[CH:3][C:2]=1[OH:1]. The yield is 0.240. (3) The reactants are [OH:1][NH:2][C:3]([C:5]1[CH:6]=[C:7]([N:11]2[C:17](=[O:18])[CH2:16][C:15](=[O:19])[NH:14][C:13]3[C:20]4[C:25]([CH:26]=[CH:27][C:12]2=3)=[CH:24][CH:23]=[CH:22][CH:21]=4)[CH:8]=[CH:9][CH:10]=1)=[NH:4].C1CCN2C(=NCCC2)CC1.[C:39](N1C=CN=C1)(N1C=CN=C1)=[S:40].Cl. The catalyst is C(#N)C. The product is [S:40]=[C:39]1[O:1][N:2]=[C:3]([C:5]2[CH:6]=[C:7]([N:11]3[C:17](=[O:18])[CH2:16][C:15](=[O:19])[NH:14][C:13]4[C:20]5[C:25]([CH:26]=[CH:27][C:12]3=4)=[CH:24][CH:23]=[CH:22][CH:21]=5)[CH:8]=[CH:9][CH:10]=2)[NH:4]1. The yield is 0.410.